From a dataset of Full USPTO retrosynthesis dataset with 1.9M reactions from patents (1976-2016). Predict the reactants needed to synthesize the given product. (1) Given the product [OH:3][CH2:4][CH2:5][O:6][NH:7][C:8]([C:10]1[N:15]=[C:14]2[N:16]([CH3:19])[CH:17]=[N:18][C:13]2=[C:12]([F:20])[C:11]=1[NH:21][C:22]1[CH:27]=[CH:26][C:25]([Br:28])=[CH:24][C:23]=1[F:29])=[O:9], predict the reactants needed to synthesize it. The reactants are: C([O:3][CH2:4][CH2:5][O:6][NH:7][C:8]([C:10]1[N:15]=[C:14]2[N:16]([CH3:19])[CH:17]=[N:18][C:13]2=[C:12]([F:20])[C:11]=1[NH:21][C:22]1[CH:27]=[CH:26][C:25]([Br:28])=[CH:24][C:23]=1[F:29])=[O:9])=C.Cl.C([O-])(O)=O.[Na+]. (2) Given the product [CH3:1][N:2]([C:10]1[CH:15]=[CH:14][CH:13]=[CH:12][CH:11]=1)[C:3]([C:5]1[CH:9]=[CH:8][N:7]([S:23]([C:19]2[CH:20]=[CH:21][CH:22]=[C:17]([Cl:16])[CH:18]=2)(=[O:25])=[O:24])[N:6]=1)=[O:4], predict the reactants needed to synthesize it. The reactants are: [CH3:1][N:2]([C:10]1[CH:15]=[CH:14][CH:13]=[CH:12][CH:11]=1)[C:3]([C:5]1[CH:9]=[CH:8][NH:7][N:6]=1)=[O:4].[Cl:16][C:17]1[CH:18]=[C:19]([S:23](Cl)(=[O:25])=[O:24])[CH:20]=[CH:21][CH:22]=1. (3) Given the product [O:14]=[C:5]1[CH2:4][CH:3]([CH2:2][O:1][C:15]2[CH:20]=[CH:19][CH:18]=[CH:17][CH:16]=2)[CH2:7][N:6]1[C@@H:8]([CH2:12][CH3:13])[C:9]([NH2:11])=[O:10], predict the reactants needed to synthesize it. The reactants are: [OH:1][CH2:2][CH:3]1[CH2:7][N:6]([C@@H:8]([CH2:12][CH3:13])[C:9]([NH2:11])=[O:10])[C:5](=[O:14])[CH2:4]1.[C:15]1(O)[CH:20]=[CH:19][CH:18]=[CH:17][CH:16]=1.N(C(OCC)=O)=NC(OCC)=O.C1(P(C2C=CC=CC=2)C2C=CC=CC=2)C=CC=CC=1. (4) Given the product [C:13]1([C:12]2[NH:11][C:6]3[CH:5]=[C:4]([N+:1]([O-:3])=[O:2])[CH:9]=[CH:8][C:7]=3[N:10]=2)[CH:18]=[CH:17][CH:16]=[CH:15][CH:14]=1, predict the reactants needed to synthesize it. The reactants are: [N+:1]([C:4]1[CH:9]=[CH:8][C:7]([NH2:10])=[C:6]([NH2:11])[CH:5]=1)([O-:3])=[O:2].[C:12](O)(=O)[C:13]1[CH:18]=[CH:17][CH:16]=[CH:15][CH:14]=1.[K+].[Br-]. (5) Given the product [CH2:29]([O:28][C:26]([NH:25][C@@H:23]([CH3:24])[CH2:22][N:20]1[C:21]2[C:17](=[CH:16][CH:15]=[C:14]3[O:36][C:11]([C:9]([OH:10])=[O:8])=[CH:12][C:13]3=2)[CH:18]=[N:19]1)=[O:27])[C:30]1[CH:35]=[CH:34][CH:33]=[CH:32][CH:31]=1, predict the reactants needed to synthesize it. The reactants are: C([O:8][C:9]([C:11]1[O:36][C:14]2=[CH:15][CH:16]=[C:17]3[C:21]([N:20]([CH2:22][C@@H:23]([NH:25][C:26]([O:28][CH2:29][C:30]4[CH:35]=[CH:34][CH:33]=[CH:32][CH:31]=4)=[O:27])[CH3:24])[N:19]=[CH:18]3)=[C:13]2[CH:12]=1)=[O:10])C1C=CC=CC=1.[OH-].[Li+].